This data is from Reaction yield outcomes from USPTO patents with 853,638 reactions. The task is: Predict the reaction yield, written as a fraction of the theoretical maximum amount of product (1.0 means a 100% yield; for example, 0.34 means a 34% yield). (1) The product is [CH:22]1([N:21]2[C:3]3[N:4]=[C:5]([NH:8][C:9]4[CH:14]=[CH:13][C:12]([N:15]5[CH2:16][CH2:17][O:18][CH2:19][CH2:20]5)=[CH:11][CH:10]=4)[N:6]=[CH:7][C:2]=3[NH:1][C:28](=[O:29])[C:27]2=[O:33])[CH2:26][CH2:25][CH2:24][CH2:23]1. The reactants are [NH2:1][C:2]1[C:3]([NH:21][CH:22]2[CH2:26][CH2:25][CH2:24][CH2:23]2)=[N:4][C:5]([NH:8][C:9]2[CH:14]=[CH:13][C:12]([N:15]3[CH2:20][CH2:19][O:18][CH2:17][CH2:16]3)=[CH:11][CH:10]=2)=[N:6][CH:7]=1.[C:27](OCC)(=[O:33])[C:28](OCC)=[O:29]. The yield is 0.490. The catalyst is C(OCCO)C. (2) The reactants are [N+](C1C=CC(CCN)=CC=1)([O-])=O.[CH3:13][O:14][C:15]1[N:20]=[C:19]([NH:21][CH2:22][CH2:23][CH2:24][C:25]2[CH:30]=[CH:29][CH:28]=[CH:27][CH:26]=2)[CH:18]=[C:17]([C:31]2[CH:36]=[CH:35][CH:34]=[C:33]([O:37][CH3:38])[CH:32]=2)[N:16]=1.[ClH:39]. The catalyst is CCO.CCOCC. The product is [ClH:39].[CH3:13][O:14][C:15]1[N:20]=[C:19]([NH:21][CH2:22][CH2:23][CH2:24][C:25]2[CH:30]=[CH:29][CH:28]=[CH:27][CH:26]=2)[CH:18]=[C:17]([C:31]2[CH:36]=[CH:35][CH:34]=[C:33]([O:37][CH3:38])[CH:32]=2)[N:16]=1. The yield is 0.790. (3) The reactants are [Cl:1][C:2]1[C:7]([CH3:8])=[CH:6][CH:5]=[CH:4][C:3]=1[N:9]1[CH2:14][CH2:13][N:12]([CH2:15][CH2:16][CH2:17][CH:18]=[CH:19][C:20]2[N:29]=[C:28]3[C:23]([CH2:24][CH2:25][C:26](=[O:30])[NH:27]3)=[CH:22][CH:21]=2)[CH2:11][CH2:10]1. The catalyst is [Ni].CCO.C1COCC1. The product is [Cl:1][C:2]1[C:7]([CH3:8])=[CH:6][CH:5]=[CH:4][C:3]=1[N:9]1[CH2:10][CH2:11][N:12]([CH2:15][CH2:16][CH2:17][CH2:18][CH2:19][C:20]2[N:29]=[C:28]3[C:23]([CH2:24][CH2:25][C:26](=[O:30])[NH:27]3)=[CH:22][CH:21]=2)[CH2:13][CH2:14]1. The yield is 0.870. (4) The reactants are [F:1][C:2]1[CH:3]=[N:4][CH:5]=[CH:6][C:7]=1[C:8]1[C:9]([C:16]2[CH:17]=[N:18][CH:19]=[CH:20][CH:21]=2)=[N:10][C:11]([NH2:15])=[C:12]([NH2:14])[CH:13]=1.[C:22](N1C=CN=C1)(N1C=CN=C1)=[S:23].C(N(CC)CC)C. The catalyst is C1COCC1. The product is [F:1][C:2]1[CH:3]=[N:4][CH:5]=[CH:6][C:7]=1[C:8]1[CH:13]=[C:12]2[NH:14][C:22](=[S:23])[NH:15][C:11]2=[N:10][C:9]=1[C:16]1[CH:17]=[N:18][CH:19]=[CH:20][CH:21]=1. The yield is 0.880. (5) The reactants are C(OCC)(=O)C.C(N(CC)CC)C.[CH2:14]([O:21][C:22]([NH:24][C@@H:25]([CH2:34][C:35]1[CH:40]=[CH:39][CH:38]=[CH:37][CH:36]=1)[C@H:26]([OH:33])[CH2:27][NH:28][CH2:29][CH:30]([CH3:32])[CH3:31])=[O:23])[C:15]1[CH:20]=[CH:19][CH:18]=[CH:17][CH:16]=1.[N+:41]([C:44]1[CH:49]=[CH:48][C:47]([S:50](Cl)(=[O:52])=[O:51])=[CH:46][CH:45]=1)([O-:43])=[O:42]. The catalyst is O. The product is [CH2:14]([O:21][C:22]([NH:24][C@@H:25]([CH2:34][C:35]1[CH:36]=[CH:37][CH:38]=[CH:39][CH:40]=1)[C@H:26]([OH:33])[CH2:27][N:28]([CH2:29][CH:30]([CH3:32])[CH3:31])[S:50]([C:47]1[CH:46]=[CH:45][C:44]([N+:41]([O-:43])=[O:42])=[CH:49][CH:48]=1)(=[O:51])=[O:52])=[O:23])[C:15]1[CH:16]=[CH:17][CH:18]=[CH:19][CH:20]=1. The yield is 0.780. (6) The reactants are [F:1][CH2:2][C:3]1([C:10]([O:12][CH2:13][C:14]2[CH:19]=[CH:18][CH:17]=[CH:16][CH:15]=2)=[O:11])[CH2:8][CH2:7][C:6](=[O:9])[CH2:5][CH2:4]1.[F:20][C:21]([F:40])([F:39])[S:22](N([S:22]([C:21]([F:40])([F:39])[F:20])(=[O:24])=[O:23])C1C=CC=CC=1)(=[O:24])=[O:23].C[Si](C)(C)[N-][Si](C)(C)C.[K+].C1(C)C=CC=CC=1.[Cl-].[NH4+]. The catalyst is O1CCCC1. The product is [F:1][CH2:2][C:3]1([C:10]([O:12][CH2:13][C:14]2[CH:15]=[CH:16][CH:17]=[CH:18][CH:19]=2)=[O:11])[CH2:8][CH2:7][C:6]([O:9][S:22]([C:21]([F:40])([F:39])[F:20])(=[O:24])=[O:23])=[CH:5][CH2:4]1. The yield is 0.920.